From a dataset of Forward reaction prediction with 1.9M reactions from USPTO patents (1976-2016). Predict the product of the given reaction. (1) Given the reactants [Cl-].[NH4+].[N-:3]=[N+:4]=[N-:5].[Na+].[CH:7]([C:10]1[C:18]2[C:13](=[CH:14][CH:15]=[C:16]([O:19][C:20]3[C:25]([C:26]([F:29])([F:28])[F:27])=[CH:24][C:23]([CH2:30][C:31]#[N:32])=[CH:22][C:21]=3[C:33]([F:36])([F:35])[F:34])[CH:17]=2)[NH:12][CH:11]=1)([CH3:9])[CH3:8], predict the reaction product. The product is: [CH:7]([C:10]1[C:18]2[C:13](=[CH:14][CH:15]=[C:16]([O:19][C:20]3[C:25]([C:26]([F:27])([F:29])[F:28])=[CH:24][C:23]([CH2:30][C:31]4[NH:32][N:5]=[N:4][N:3]=4)=[CH:22][C:21]=3[C:33]([F:36])([F:34])[F:35])[CH:17]=2)[NH:12][CH:11]=1)([CH3:9])[CH3:8]. (2) Given the reactants [CH3:1][O:2][C:3]([C@@H:5]1[CH2:9][C@H:8]([NH2:10])[CH2:7][N:6]1[CH2:11][CH:12]1[CH2:17][CH2:16][CH2:15][CH2:14][CH2:13]1)=[O:4].[OH:18][C:19]1[C:28]2[C:23](=[CH:24][CH:25]=[CH:26][CH:27]=2)[CH:22]=[CH:21][C:20]=1[C:29](O)=[O:30].CN(C(ON1N=NC2C=CC=NC1=2)=[N+](C)C)C.F[P-](F)(F)(F)(F)F.C(N(CC)C(C)C)(C)C, predict the reaction product. The product is: [CH3:1][O:2][C:3]([C@@H:5]1[CH2:9][C@H:8]([NH:10][C:29]([C:20]2[CH:21]=[CH:22][C:23]3[C:28](=[CH:27][CH:26]=[CH:25][CH:24]=3)[C:19]=2[OH:18])=[O:30])[CH2:7][N:6]1[CH2:11][CH:12]1[CH2:17][CH2:16][CH2:15][CH2:14][CH2:13]1)=[O:4]. (3) Given the reactants [Br:1][C:2]1[CH:7]=[CH:6][C:5]([CH:8]2[NH:13][CH2:12][CH2:11][N:10]([CH3:14])[CH2:9]2)=[CH:4][CH:3]=1.[N:15]1[N:19]2[CH:20]=[CH:21][CH:22]=[CH:23][C:18]2=[C:17]([CH2:24][CH:25]=O)[CH:16]=1.C(O[BH-](OC(=O)C)OC(=O)C)(=O)C.[Na+], predict the reaction product. The product is: [Br:1][C:2]1[CH:3]=[CH:4][C:5]([CH:8]2[CH2:9][N:10]([CH3:14])[CH2:11][CH2:12][N:13]2[CH2:25][CH2:24][C:17]2[CH:16]=[N:15][N:19]3[CH:20]=[CH:21][CH:22]=[CH:23][C:18]=23)=[CH:6][CH:7]=1. (4) Given the reactants I[C:2]1[CH:3]=[C:4]([CH:7]=[CH:8][CH:9]=1)[CH:5]=[O:6].[CH2:10]([O:17][C:18]1[N:19]=[N:20][C:21]([C:24]#[CH:25])=[CH:22][CH:23]=1)[C:11]1[CH:16]=[CH:15][CH:14]=[CH:13][CH:12]=1.C(N(CC)CC)C, predict the reaction product. The product is: [CH2:10]([O:17][C:18]1[N:19]=[N:20][C:21]([C:24]#[C:25][C:2]2[CH:3]=[C:4]([CH:7]=[CH:8][CH:9]=2)[CH:5]=[O:6])=[CH:22][CH:23]=1)[C:11]1[CH:12]=[CH:13][CH:14]=[CH:15][CH:16]=1. (5) The product is: [Br:1][CH2:2][C:3]1[C:11]2[C:6](=[CH:7][C:8]([F:20])=[CH:9][CH:10]=2)[N:5]([C:12]2[CH:19]=[CH:18][CH:17]=[CH:16][C:13]=2[C:14]#[N:15])[N:4]=1. Given the reactants [Br:1][CH2:2][C:3]1[C:11]2[C:6](=[CH:7][CH:8]=[CH:9][CH:10]=2)[N:5]([C:12]2[CH:19]=[CH:18][CH:17]=[CH:16][C:13]=2[C:14]#[N:15])[N:4]=1.[F:20]C1C=C2C(C(C)=NN2)=CC=1.FC1C=CC=CC=1C#N, predict the reaction product. (6) Given the reactants C(OI(C1C=CC=CC=1)OC(=O)C)(=O)C.[CH2:16]([O:23][C:24]1[CH:39]=[CH:38][C:27](/[CH:28]=[N:29]/[C:30]2[C:31]([NH2:37])=[N:32][CH:33]=[CH:34][C:35]=2[Cl:36])=[CH:26][CH:25]=1)[C:17]1[CH:22]=[CH:21][CH:20]=[CH:19][CH:18]=1, predict the reaction product. The product is: [CH2:16]([O:23][C:24]1[CH:25]=[CH:26][C:27]([C:28]2[NH:37][C:31]3=[N:32][CH:33]=[CH:34][C:35]([Cl:36])=[C:30]3[N:29]=2)=[CH:38][CH:39]=1)[C:17]1[CH:18]=[CH:19][CH:20]=[CH:21][CH:22]=1. (7) The product is: [NH2:18][C:5]1[C:10]([F:11])=[CH:9][N:8]([C:12]2[CH:16]=[CH:15][S:14][CH:13]=2)[C:7](=[O:17])[N:6]=1. Given the reactants C(S[C:5]1[C:10]([F:11])=[CH:9][N:8]([C:12]2[CH:16]=[CH:15][S:14][CH:13]=2)[C:7](=[O:17])[N:6]=1)C=C.[NH3:18], predict the reaction product.